This data is from Forward reaction prediction with 1.9M reactions from USPTO patents (1976-2016). The task is: Predict the product of the given reaction. (1) Given the reactants [NH2:1][C:2]1[CH:7]=[C:6]([Cl:8])[CH:5]=[CH:4][C:3]=1[SH:9].Cl[CH2:11][C:12]1[NH:13][CH:14]=[CH:15][N:16]=1.[O:17]1[C:21]2[CH:22]=[CH:23][CH:24]=[CH:25][C:20]=2[CH:19]=[C:18]1[S:26](Cl)(=[O:28])=[O:27], predict the reaction product. The product is: [Cl:8][C:6]1[CH:5]=[CH:4][C:3]([S:9][CH2:11][C:12]2[NH:13][CH:14]=[CH:15][N:16]=2)=[C:2]([NH:1][S:26]([C:18]2[O:17][C:21]3[CH:22]=[CH:23][CH:24]=[CH:25][C:20]=3[CH:19]=2)(=[O:27])=[O:28])[CH:7]=1. (2) Given the reactants [H-].[Na+].[N:3]1([CH2:8][CH2:9][OH:10])[CH2:7][CH2:6][CH2:5][CH2:4]1.Br[C:12]1[CH:17]=[CH:16][C:15]([Br:18])=[CH:14][N:13]=1, predict the reaction product. The product is: [Br:18][C:15]1[CH:16]=[CH:17][C:12]([O:10][CH2:9][CH2:8][N:3]2[CH2:7][CH2:6][CH2:5][CH2:4]2)=[N:13][CH:14]=1.